The task is: Binary Classification. Given a T-cell receptor sequence (or CDR3 region) and an epitope sequence, predict whether binding occurs between them.. This data is from TCR-epitope binding with 47,182 pairs between 192 epitopes and 23,139 TCRs. (1) The epitope is KTSVDCTMYI. The TCR CDR3 sequence is CSVVVVAKNIQYF. Result: 0 (the TCR does not bind to the epitope). (2) The epitope is IVTDFSVIK. The TCR CDR3 sequence is CASSQDSSGANVLTF. Result: 0 (the TCR does not bind to the epitope). (3) The epitope is KLPDDFTGCV. The TCR CDR3 sequence is CASSLGTDTRTDTQYF. Result: 1 (the TCR binds to the epitope). (4) The epitope is RAKFKQLL. The TCR CDR3 sequence is CSASPSYLNTEAFF. Result: 0 (the TCR does not bind to the epitope). (5) The epitope is LLLGIGILV. The TCR CDR3 sequence is CASSFVPGPQETQYF. Result: 1 (the TCR binds to the epitope). (6) The epitope is GLCTLVAML. The TCR CDR3 sequence is CSGGQGETQYF. Result: 1 (the TCR binds to the epitope). (7) The epitope is TAFTIPSI. The TCR CDR3 sequence is CASSFDAEAFF. Result: 0 (the TCR does not bind to the epitope). (8) The epitope is RLQSLQTYV. The TCR CDR3 sequence is CASSLGLAGGDTQYF. Result: 0 (the TCR does not bind to the epitope). (9) The epitope is ITEEVGHTDLMAAY. The TCR CDR3 sequence is CASSLFWDNSPLHF. Result: 0 (the TCR does not bind to the epitope).